Dataset: Full USPTO retrosynthesis dataset with 1.9M reactions from patents (1976-2016). Task: Predict the reactants needed to synthesize the given product. (1) The reactants are: [CH2:1]([O:3][C:4]([C:6]1[CH:7]=[N:8][N:9]([C:11]2[N:15](COCCOC)[C:14]3[CH:22]=[CH:23][CH:24]=[C:25]([Cl:26])[C:13]=3[N:12]=2)[CH:10]=1)=[O:5])[CH3:2].Cl.O1CCOCC1. Given the product [CH2:1]([O:3][C:4]([C:6]1[CH:7]=[N:8][N:9]([C:11]2[NH:15][C:14]3[CH:22]=[CH:23][CH:24]=[C:25]([Cl:26])[C:13]=3[N:12]=2)[CH:10]=1)=[O:5])[CH3:2], predict the reactants needed to synthesize it. (2) Given the product [CH:2]1[C:10]2[N:9]3[C:11]([C@@H:14]4[C@H:18]([CH3:19])[CH2:17][C@H:16]([NH:20][S:32]([CH2:31][CH2:30][C:29]([F:37])([F:36])[F:28])(=[O:34])=[O:33])[CH2:15]4)=[CH:12][N:13]=[C:8]3[CH:7]=[N:6][C:5]=2[NH:4][CH:3]=1, predict the reactants needed to synthesize it. The reactants are: Cl.[CH:2]1[C:10]2[N:9]3[C:11]([C@@H:14]4[C@H:18]([CH3:19])[CH2:17][C@H:16]([NH2:20])[CH2:15]4)=[CH:12][N:13]=[C:8]3[CH:7]=[N:6][C:5]=2[NH:4][CH:3]=1.O.C(=O)([O-])[O-].[K+].[K+].[F:28][C:29]([F:37])([F:36])[CH2:30][CH2:31][S:32](Cl)(=[O:34])=[O:33]. (3) Given the product [Br:1][C:2]1[C:3]([CH2:9][CH3:10])=[C:4]([N+:11]([O-:13])=[O:12])[C:5]([NH2:8])=[N:6][CH:7]=1, predict the reactants needed to synthesize it. The reactants are: [Br:1][C:2]1[C:3]([CH2:9][CH3:10])=[CH:4][C:5]([NH2:8])=[N:6][CH:7]=1.[N+:11]([O-])([OH:13])=[O:12].O.[OH-].[Na+].